From a dataset of Reaction yield outcomes from USPTO patents with 853,638 reactions. Predict the reaction yield, written as a fraction of the theoretical maximum amount of product (1.0 means a 100% yield; for example, 0.34 means a 34% yield). (1) The reactants are [CH2:1]([O:8][N:9]1[C:15](=[O:16])[N:14]2[CH2:17][C@H:10]1[CH2:11][CH2:12][C@H:13]2[C:18]([OH:20])=O)[C:2]1[CH:7]=[CH:6][CH:5]=[CH:4][CH:3]=1.[NH2:21][O:22][C@@H:23]1[CH2:27][CH2:26][N:25]([C:28]([O:30][C:31]([CH3:34])([CH3:33])[CH3:32])=[O:29])[CH2:24]1.ON1C2C=CC=CC=2N=N1.Cl.C(N=C=NCCCN(C)C)C. The catalyst is C(Cl)Cl. The product is [CH2:1]([O:8][N:9]1[C:15](=[O:16])[N:14]2[CH2:17][C@H:10]1[CH2:11][CH2:12][C@H:13]2[C:18]([NH:21][O:22][C@@H:23]1[CH2:27][CH2:26][N:25]([C:28]([O:30][C:31]([CH3:34])([CH3:33])[CH3:32])=[O:29])[CH2:24]1)=[O:20])[C:2]1[CH:3]=[CH:4][CH:5]=[CH:6][CH:7]=1. The yield is 0.930. (2) The reactants are [Br:1][C:2]1[CH:7]=[CH:6][C:5]([NH2:8])=[C:4]([F:9])[CH:3]=1.C[Si]([N-][Si](C)(C)C)(C)C.[Li+].[CH3:20][O:21][C:22]([C:24]1[CH:29]=[CH:28][C:27](=[O:30])[N:26]([CH3:31])[C:25]=1Cl)=[O:23]. The catalyst is C1COCC1. The product is [CH3:20][O:21][C:22]([C:24]1[CH:29]=[CH:28][C:27](=[O:30])[N:26]([CH3:31])[C:25]=1[NH:8][C:5]1[CH:6]=[CH:7][C:2]([Br:1])=[CH:3][C:4]=1[F:9])=[O:23]. The yield is 0.650. (3) The reactants are [Cl:1][C:2]1[CH:3]=[C:4]([N:8](OC2CCCCO2)[C:9]([C:11]2[O:12][C:13]3[C:19]([NH:20][C:21](=[O:23])[CH3:22])=[CH:18][CH:17]=[CH:16][C:14]=3[CH:15]=2)=[NH:10])[CH:5]=[CH:6][CH:7]=1.C[OH:32]. No catalyst specified. The product is [Cl:1][C:2]1[CH:3]=[C:4]([NH:8][C:9]([C:11]2[O:12][C:13]3[C:19]([NH:20][C:21](=[O:23])[CH3:22])=[CH:18][CH:17]=[CH:16][C:14]=3[CH:15]=2)=[N:10][OH:32])[CH:5]=[CH:6][CH:7]=1. The yield is 0.730. (4) The reactants are [Si]([O:8][CH2:9][C:10]1[S:14][C:13]([C:15]2[N:20]=[C:19]([NH:21][C:22]3[NH:26][N:25]=[C:24]([CH:27]4[CH2:29][CH2:28]4)[CH:23]=3)[C:18]([C:30]#[CH:31])=[CH:17][N:16]=2)=[CH:12][CH:11]=1)(C(C)(C)C)(C)C.CCCC[N+](CCCC)(CCCC)CCCC.[F-]. The catalyst is C1COCC1. The product is [CH:27]1([C:24]2[NH:25][N:26]=[C:22]([NH:21][C:19]3[C:18]([C:30]#[CH:31])=[CH:17][N:16]=[C:15]([C:13]4[S:14][C:10]([CH2:9][OH:8])=[CH:11][CH:12]=4)[N:20]=3)[CH:23]=2)[CH2:29][CH2:28]1. The yield is 0.220. (5) The reactants are [N:1]1[NH:2][C:3](=[O:16])[CH2:4][CH:5]2[CH2:11][CH2:10][CH2:9][C:8]3[CH:12]=[CH:13][CH:14]=[CH:15][C:7]=3[C:6]=12. The catalyst is C(#N)C.[Cu](Cl)Cl. The product is [N:1]1[NH:2][C:3](=[O:16])[CH:4]=[C:5]2[CH2:11][CH2:10][CH2:9][C:8]3[CH:12]=[CH:13][CH:14]=[CH:15][C:7]=3[C:6]=12. The yield is 0.900.